From a dataset of Catalyst prediction with 721,799 reactions and 888 catalyst types from USPTO. Predict which catalyst facilitates the given reaction. (1) Reactant: [F:1][C:2]([F:21])([F:20])[O:3][C:4]1[CH:5]=[C:6]([C:10]2[CH:15]=[CH:14][N:13]=[C:12]([CH2:16][C:17]([O-:19])=O)[CH:11]=2)[CH:7]=[CH:8][CH:9]=1.[Li+].[NH2:23][C:24]1[S:28][C:27]([CH2:29][CH2:30][CH:31]([F:43])[CH2:32][N:33]2[CH:37]=[C:36]([C:38]([O:40][CH2:41][CH3:42])=[O:39])[N:35]=[N:34]2)=[N:26][N:25]=1.C(P1(=O)OP(CCC)(=O)OP(CCC)(=O)O1)CC. Product: [F:43][CH:31]([CH2:30][CH2:29][C:27]1[S:28][C:24]([NH:23][C:17](=[O:19])[CH2:16][C:12]2[CH:11]=[C:10]([C:6]3[CH:7]=[CH:8][CH:9]=[C:4]([O:3][C:2]([F:1])([F:21])[F:20])[CH:5]=3)[CH:15]=[CH:14][N:13]=2)=[N:25][N:26]=1)[CH2:32][N:33]1[CH:37]=[C:36]([C:38]([O:40][CH2:41][CH3:42])=[O:39])[N:35]=[N:34]1. The catalyst class is: 3. (2) Reactant: [O:1]([C:8]1[CH:15]=[CH:14][C:11]([C:12]#[N:13])=[CH:10][CH:9]=1)[C:2]1[CH:7]=[CH:6][CH:5]=[CH:4][CH:3]=1.[NH2:16][OH:17]. Product: [OH:17]/[N:16]=[C:12](\[NH2:13])/[C:11]1[CH:10]=[CH:9][C:8]([O:1][C:2]2[CH:7]=[CH:6][CH:5]=[CH:4][CH:3]=2)=[CH:15][CH:14]=1. The catalyst class is: 8. (3) Reactant: [S:1](Cl)([CH3:4])(=[O:3])=[O:2].[C:6]([O:10][C:11](=[O:26])[NH:12][CH2:13][CH:14]([C:18]1[CH:23]=[CH:22][C:21]([Br:24])=[CH:20][C:19]=1[CH3:25])[CH2:15][CH2:16][OH:17])([CH3:9])([CH3:8])[CH3:7].[NH4+].[Cl-]. Product: [Br:24][C:21]1[CH:22]=[CH:23][C:18]([CH:14]([CH2:13][NH:12][C:11]([O:10][C:6]([CH3:8])([CH3:9])[CH3:7])=[O:26])[CH2:15][CH2:16][O:17][S:1]([CH3:4])(=[O:3])=[O:2])=[C:19]([CH3:25])[CH:20]=1. The catalyst class is: 2.